Dataset: Reaction yield outcomes from USPTO patents with 853,638 reactions. Task: Predict the reaction yield, written as a fraction of the theoretical maximum amount of product (1.0 means a 100% yield; for example, 0.34 means a 34% yield). (1) The catalyst is C(Cl)Cl. The reactants are Cl.[S:2]1[C:6]([C@H:7]2[NH:12][CH2:11][C@H:10]([N:13]([O:17][CH2:18][C:19]3[CH:24]=[CH:23][CH:22]=[CH:21][CH:20]=3)[C:14](Cl)=[O:15])[CH2:9][CH2:8]2)=[N:5][CH:4]=[N:3]1. The yield is 0.510. The product is [CH2:18]([O:17][N:13]1[C:14](=[O:15])[N:12]2[CH2:11][C@H:10]1[CH2:9][CH2:8][C@H:7]2[C:6]1[S:2][N:3]=[CH:4][N:5]=1)[C:19]1[CH:24]=[CH:23][CH:22]=[CH:21][CH:20]=1. (2) The reactants are [C:1]([O:9]CC)(=O)[CH2:2][C:3]([O:5][CH2:6][CH3:7])=[O:4].[H-].[Na+].[H][H].[CH3:16][N:17]1[C:22]2[CH:23]=[CH:24][C:25](C)=[CH:26][C:21]=2[C:20](=O)[O:19]C1=O.[ClH:30]. The catalyst is CC(N(C)C)=O. The product is [CH2:6]([O:5][C:3]([C:2]1[C:1](=[O:9])[N:17]([CH3:16])[C:22]2[C:21]([C:20]=1[OH:19])=[CH:26][C:25]([Cl:30])=[CH:24][CH:23]=2)=[O:4])[CH3:7]. The yield is 0.970. (3) The reactants are [NH2:1][C:2]1[C:19]([O:20][CH3:21])=[CH:18][C:17]2[C@@H:16]3[C@H:7]([C@H:8]4[C@@:12]([CH2:14][CH2:15]3)([CH3:13])[C:11](=[CH2:22])[CH2:10][CH2:9]4)[CH2:6][CH2:5][C:4]=2[CH:3]=1.[CH3:23]C(C)(C)C(C(OC(C(=O)C(C)(C)C)=O)=O)=O. The catalyst is C(Cl)(Cl)Cl. The product is [NH2:1][C:2]1[C:19]([O:20][CH2:21][CH3:23])=[CH:18][C:17]2[C@@H:16]3[C@H:7]([C@H:8]4[C@@:12]([CH2:14][CH2:15]3)([CH3:13])[C:11](=[CH2:22])[CH2:10][CH2:9]4)[CH2:6][CH2:5][C:4]=2[CH:3]=1. The yield is 0.420.